Task: Predict the reactants needed to synthesize the given product.. Dataset: Retrosynthesis with 50K atom-mapped reactions and 10 reaction types from USPTO Given the product COc1cc(OC)c2c(=O)[nH]c(-c3ccc(C4CCN(C(=O)OC(C)(C)C)CC4)cc3)nc2c1, predict the reactants needed to synthesize it. The reactants are: COc1cc(OC)c2c(=O)[nH]c(-c3ccc(C4=CCN(C(=O)OC(C)(C)C)CC4)cc3)nc2c1.